Task: Predict the reaction yield, written as a fraction of the theoretical maximum amount of product (1.0 means a 100% yield; for example, 0.34 means a 34% yield).. Dataset: Reaction yield outcomes from USPTO patents with 853,638 reactions (1) The reactants are NCCSC1SC(NS(C2C=CC(C3C=CC=CC=3)=CC=2)(=O)=O)=NN=1.[CH3:26][O:27][C:28]1[CH:29]=[C:30]([NH:36][S:37]([C:40]2[CH:45]=[CH:44][C:43]([CH2:46][CH2:47][N:48]3C(=O)C4C(=CC=CC=4)C3=O)=[CH:42][CH:41]=2)(=[O:39])=[O:38])[CH:31]=[CH:32][C:33]=1[O:34][CH3:35]. No catalyst specified. The product is [NH2:48][CH2:47][CH2:46][C:43]1[CH:42]=[CH:41][C:40]([S:37]([NH:36][C:30]2[CH:31]=[CH:32][C:33]([O:34][CH3:35])=[C:28]([O:27][CH3:26])[CH:29]=2)(=[O:39])=[O:38])=[CH:45][CH:44]=1. The yield is 0.730. (2) The reactants are [N:1]1[CH:6]=[CH:5][CH:4]=[CH:3][C:2]=1[N:7]1[CH2:12][CH2:11][N:10]([CH2:13][C:14]2[NH:18][C:17]3[CH:19]=[CH:20][CH:21]=[CH:22][C:16]=3[N:15]=2)[CH2:9][CH2:8]1.Cl[C:24]([O:26][CH2:27][CH:28]([CH3:30])[CH3:29])=[O:25]. The catalyst is ClCCl. The product is [N:1]1[CH:6]=[CH:5][CH:4]=[CH:3][C:2]=1[N:7]1[CH2:8][CH2:9][N:10]([CH2:13][C:14]2[N:15]([C:24]([O:26][CH2:27][CH:28]([CH3:30])[CH3:29])=[O:25])[C:16]3[CH:22]=[CH:21][CH:20]=[CH:19][C:17]=3[N:18]=2)[CH2:11][CH2:12]1. The yield is 0.490. (3) The reactants are Cl[C:2]1[CH:7]=[C:6]([NH:8][C:9]2[S:10][C:11]([C:14]#[N:15])=[CH:12][N:13]=2)[N:5]=[C:4]([S:16][CH2:17][CH2:18][NH:19][C:20](=[O:26])[O:21][C:22]([CH3:25])([CH3:24])[CH3:23])[N:3]=1.[CH3:27][N:28]1[CH2:33][CH2:32][NH:31][CH2:30][CH2:29]1.C(N(C(C)C)CC)(C)C. The catalyst is CCO. The product is [C:14]([C:11]1[S:10][C:9]([NH:8][C:6]2[CH:7]=[C:2]([N:31]3[CH2:32][CH2:33][N:28]([CH3:27])[CH2:29][CH2:30]3)[N:3]=[C:4]([S:16][CH2:17][CH2:18][NH:19][C:20](=[O:26])[O:21][C:22]([CH3:25])([CH3:24])[CH3:23])[N:5]=2)=[N:13][CH:12]=1)#[N:15]. The yield is 0.700. (4) The reactants are [O:1]=[C:2]1[C:11]2[C:6](=[CH:7][CH:8]=[CH:9][CH:10]=2)[S:5][C:4]([CH2:12][C:13]([O:15][CH3:16])=[O:14])=[C:3]1[C:17]1[CH:22]=[CH:21][CH:20]=[CH:19][CH:18]=1.C[Si](C)(C)[N-][Si](C)(C)C.[Li+].C1(S(N2C(C3C=CC=CC=3)O2)(=O)=[O:40])C=CC=CC=1. The catalyst is O1CCCC1. The product is [CH3:16][O:15][C:13](=[O:14])[CH:12]([OH:40])[C:4]1[S:5][C:6]2[C:11]([C:2](=[O:1])[C:3]=1[C:17]1[CH:18]=[CH:19][CH:20]=[CH:21][CH:22]=1)=[CH:10][CH:9]=[CH:8][CH:7]=2. The yield is 0.950. (5) The reactants are [NH:1]1[CH:5]=[CH:4][CH:3]=[N:2]1.[H-].[Na+].[Br:8][C:9]1[CH:10]=[C:11]([CH2:29]OS(C)(=O)=O)[C:12]2[O:21][C:20]3[CH2:19][CH2:18][N:17]([C:22]([O:24][C:25]([CH3:28])([CH3:27])[CH3:26])=[O:23])[CH2:16][C:15]=3[C:13]=2[CH:14]=1. The catalyst is O1CCCC1. The product is [N:1]1([CH2:29][C:11]2[C:12]3[O:21][C:20]4[CH2:19][CH2:18][N:17]([C:22]([O:24][C:25]([CH3:27])([CH3:26])[CH3:28])=[O:23])[CH2:16][C:15]=4[C:13]=3[CH:14]=[C:9]([Br:8])[CH:10]=2)[CH:5]=[CH:4][CH:3]=[N:2]1. The yield is 0.350. (6) The reactants are [OH:1][C:2]1[CH:3]=[CH:4][C:5]2[C:9]([C:10]([O-:12])=[O:11])=[C:8]([CH3:13])[S:7][C:6]=2[CH:14]=1.Cl[C:16]1[CH:21]=[CH:20][N:19]=[C:18]2[CH:22]=[C:23]([C:25]([N:27]3[CH2:31][CH2:30][C@@H:29]([OH:32])[CH2:28]3)=[O:26])[S:24][C:17]=12.C([O-])([O-])=O.[Cs+].[Cs+].O[Li].O. No catalyst specified. The product is [OH:32][C@@H:29]1[CH2:30][CH2:31][N:27]([C:25]([C:23]2[S:24][C:17]3[C:18](=[N:19][CH:20]=[CH:21][C:16]=3[O:1][C:2]3[CH:3]=[CH:4][C:5]4[C:9]([C:10]([OH:12])=[O:11])=[C:8]([CH3:13])[S:7][C:6]=4[CH:14]=3)[CH:22]=2)=[O:26])[CH2:28]1. The yield is 0.450.